This data is from Full USPTO retrosynthesis dataset with 1.9M reactions from patents (1976-2016). The task is: Predict the reactants needed to synthesize the given product. (1) The reactants are: Br[C:2]1([CH3:19])[O:6][C:5]([CH3:17])([C:7]23[CH2:16][CH:11]4[CH2:12][CH:13]([CH2:15][CH:9]([CH2:10]4)[CH2:8]2)[CH2:14]3)[O:4][C:3]1=[O:18].C1CCN2C(=NCCC2)CC1. Given the product [CH2:19]=[C:2]1[O:6][C:5]([C:7]23[CH2:14][CH:13]4[CH2:15][CH:9]([CH2:10][CH:11]([CH2:12]4)[CH2:16]2)[CH2:8]3)([CH3:17])[O:4][C:3]1=[O:18], predict the reactants needed to synthesize it. (2) Given the product [OH:15][C:12]1[CH:11]=[CH:10][C:9]([C:8](=[C:16]2[CH2:17][C:18]([CH3:25])([CH3:24])[CH2:19][C:20]([CH3:23])([CH3:22])[CH2:21]2)[C:5]2[CH:4]=[CH:3][C:2]([C:34]3[N:33]([C:26]([O:28][C:29]([CH3:32])([CH3:31])[CH3:30])=[O:27])[CH:37]=[CH:36][CH:35]=3)=[CH:7][CH:6]=2)=[CH:14][CH:13]=1, predict the reactants needed to synthesize it. The reactants are: Br[C:2]1[CH:7]=[CH:6][C:5]([C:8](=[C:16]2[CH2:21][C:20]([CH3:23])([CH3:22])[CH2:19][C:18]([CH3:25])([CH3:24])[CH2:17]2)[C:9]2[CH:14]=[CH:13][C:12]([OH:15])=[CH:11][CH:10]=2)=[CH:4][CH:3]=1.[C:26]([N:33]1[CH:37]=[CH:36][CH:35]=[C:34]1B(O)O)([O:28][C:29]([CH3:32])([CH3:31])[CH3:30])=[O:27].C([O-])([O-])=O.[Na+].[Na+].